From a dataset of Forward reaction prediction with 1.9M reactions from USPTO patents (1976-2016). Predict the product of the given reaction. (1) Given the reactants Br[C:2]1[C:3]([F:10])=[C:4]([CH:7]=[CH:8][CH:9]=1)[C:5]#[N:6].CC1(C)C(C)(C)OB([C:19]2[C:28]3[C:23](=CC=C[CH:27]=3)[CH:22]=[N:21][CH:20]=2)O1.C(O)C.C([O-])([O-])=O.[Na+].[Na+], predict the reaction product. The product is: [F:10][C:3]1[C:2]([C:19]2[CH:20]=[N:21][CH:22]=[CH:23][C:28]=2[CH3:27])=[CH:9][CH:8]=[CH:7][C:4]=1[C:5]#[N:6]. (2) Given the reactants CCCC[N+](CCCC)(CCCC)CCCC.[F-].[CH:19]([C:21]1[CH:30]=[CH:29][C:24]([C:25]([O:27][CH3:28])=[O:26])=[C:23]([O:31][CH3:32])[CH:22]=1)=O.[F:33][C:34]([F:51])([F:50])[CH2:35]P(=O)(C1C=CC=CC=1)C1C=CC=CC=1, predict the reaction product. The product is: [F:33][C:34]([F:51])([F:50])/[CH:35]=[CH:19]/[C:21]1[CH:30]=[CH:29][C:24]([C:25]([O:27][CH3:28])=[O:26])=[C:23]([O:31][CH3:32])[CH:22]=1. (3) Given the reactants Cl[C:2]1[C:3]([F:21])=[CH:4][C:5]2[C:6]([CH:20]=1)=[N:7][C:8]1[N:9]([CH3:19])[CH:10]=[C:11]([C:16]([OH:18])=[O:17])[C:12](=[O:15])[C:13]=1[CH:14]=2.[F:22][C:23]1[CH:35]=[CH:34][C:26]([NH:27][CH:28]2[CH2:33][CH2:32][NH:31][CH2:30][CH2:29]2)=[CH:25][CH:24]=1, predict the reaction product. The product is: [F:21][C:3]1[C:2]([N:31]2[CH2:30][CH2:29][CH:28]([NH:27][C:26]3[CH:34]=[CH:35][C:23]([F:22])=[CH:24][CH:25]=3)[CH2:33][CH2:32]2)=[CH:20][C:6]2=[N:7][C:8]3[N:9]([CH3:19])[CH:10]=[C:11]([C:16]([OH:18])=[O:17])[C:12](=[O:15])[C:13]=3[CH:14]=[C:5]2[CH:4]=1. (4) Given the reactants C(N(CC)CC)C.[CH:8]([C:10]1[C:18]2[C:13](=[CH:14][CH:15]=[CH:16][CH:17]=2)[N:12](C(OC(C)(C)C)=O)[CH:11]=1)=[O:9].[F:26][C:27]1[CH:44]=[CH:43][C:30]([CH:31]=[N:32][C:33]2[CH:34]=[C:35]([CH2:41][OH:42])[CH:36]=[C:37]([O:39][CH3:40])[CH:38]=2)=[CH:29][CH:28]=1, predict the reaction product. The product is: [F:26][C:27]1[CH:28]=[CH:29][C:30]([CH:31]([NH:32][C:33]2[CH:38]=[C:37]([O:39][CH3:40])[CH:36]=[C:35]([CH2:41][OH:42])[CH:34]=2)[C:8]([C:10]2[C:18]3[C:13](=[CH:14][CH:15]=[CH:16][CH:17]=3)[NH:12][CH:11]=2)=[O:9])=[CH:43][CH:44]=1.